This data is from Experimentally validated miRNA-target interactions with 360,000+ pairs, plus equal number of negative samples. The task is: Binary Classification. Given a miRNA mature sequence and a target amino acid sequence, predict their likelihood of interaction. (1) The miRNA is mmu-miR-3962 with sequence AGGUAGUAGUUUGUACAUUU. The protein sequence of the target gene is MSMLPTFGFTQEQVACVCEVLQQGGNIERLGRFLWSLPACEHLHKNESVLKAKAVVAFHRGNFRELYKILESHQFSPHNHAKLQQLWLKAHYIEAEKLRGRPLGAVGKYRVRRKFPLPRSIWDGEETSYCFKEKSRSVLREWYAHNPYPSPREKRELAEATGLTTTQVSNWFKNRRQRDRAAEAKERENNENSNSNSHNPLNGSGKSVLGSSEDEKTPSGTPDHSSSSPALLLSPPPPGLPSLHSLGHPPGPSAVPVPVPGGGGADPLQHHHGLQDSILNPMSANLVDLGS. Result: 0 (no interaction). (2) The miRNA is hsa-miR-545-3p with sequence UCAGCAAACAUUUAUUGUGUGC. The protein sequence of the target gene is MTGEVGSEVHLEINDPNVISQEEADSPSDSGQGSYETIGPLSEGDSDEEIFVSKKLKNRKVLQDSDSETEDTNASPEKTTYDSAEEENKENLYAGKNTKIKRIYKTVADSDESYMEKSLYQENLEAQVKPCLELSLQSGNSTDFTTDRKSSKKHIHDKEGTAGKAKVKSKRRLEKEERKMEKIRQLKKKETKNQEDDVEQPFNDSGCLLVDKDLFETGLEDENNSPLEDEESLESIRAAVKNKVKKHKKKEPSLESGVHSFEEGSELSKGTTRKERKAARLSKEALKQLHSETQRLIRES.... Result: 1 (interaction). (3) The miRNA is mmu-miR-29a-5p with sequence ACUGAUUUCUUUUGGUGUUCAG. The protein sequence of the target gene is MELPAVNLKVILLVHWLLTTWGCLVFSSSYAWGNFTILALGVWAVAQRDSIDAIGMFLGGLVATIFLDIIYISIFYSSVATGDTGRFGAGMAILSLLLKPFSCCLVYHMHRERGGELPLRPDFFGPSQEHSAYQTIDSSSDAAADPFASLENKGQAVPRGY. Result: 0 (no interaction). (4) The miRNA is hsa-miR-3139 with sequence UAGGAGCUCAACAGAUGCCUGUU. The protein sequence of the target gene is MFRHVAQNLGSRNTSIQSYRLLRTRWERGYLKDLYHRRQILGADPAISRSSYPNWDYDSELYAFGHRIGAPEISEDQYIKALTNESFFQRADVEENVESAQPGAEVGTEHNAELVKRGEQNLSIWLKRYLRFHLAKAPEELIEAIDSHLLDDECLAGIASHLGIDHLVRTKEFPISQESSADAFRALAGVFSDEKVKNLVIDFIVPQLVDIDFADIYPLADPLAVVTDLLKSNGVTEIEPRVLRSAGENSAEPIYVVAIYADKLKNVGQSAGESLAIAVDMAAREALLRLWDITSEKVLF.... Result: 0 (no interaction). (5) The miRNA is mmu-miR-1953 with sequence UGGGAAAGUUCUCAGGCUUCUG. The protein sequence of the target gene is MLAYCVQDATVVDVEKRRSPSKHYVYIINVTWSDSTSQTIYRRYSKFFDLQMQLLDKFPIEGGQKDPKQRIIPFLPGKILFRRSHIRDVAVKRLKPIDEYCRALVRLPPHISQCDEVFRFFEARPEDVNPPKEDYGSSKRKSVWLSSWAESPKKDVTGADTNAEPMILEQYVVVSNYKKQENSELSLQAGEVVDVIEKNESGWWFVSTSEEQGWVPATYLEAQNGTRDDSDINTSKTGEVSKRRKAHLRRLDRRWTLGGMVNRQHSREEKYVTVQPYTSQSKDEIGFEKGVTVEVIRKNL.... Result: 0 (no interaction). (6) The miRNA is hsa-miR-30d-5p with sequence UGUAAACAUCCCCGACUGGAAG. The protein sequence of the target gene is MSVATGSSETAGGASGGGARVFFQSPRGGAGGSPGSSSGSGSSREDSAPVATAAAAGQVQQQQQRRHQQGKVTVKYDRKELRKRLVLEEWIVEQLGQLYGCEEEEMPEVEIDIDDLLDADSDEERASKLQEALVDCYKPTEEFIKELLSRIRGMRKLSPPQKKSV. Result: 1 (interaction). (7) The miRNA is hsa-miR-1234-3p with sequence UCGGCCUGACCACCCACCCCAC. The protein sequence of the target gene is MGKDYYCILGIEKGASDEDIKKAYRKQALKFHPDKNKSPQAEEKFKEVAEAYEVLSDPKKREIYDQFGEEGLKGGAGGTDGQGGTFRYTFHGDPHATFAAFFGGSNPFEIFFGRRMGGGRDSEEMEIDGDPFSAFGFSMNGYPRDRNSVGPSRLKQDPPVIHELRVSLEEIYSGCTKRMKISRKRLNADGRSYRSEDKILTIEIKKGWKEGTKITFPREGDETPNSIPADIVFIIKDKDHPKFKRDGSNIIYTAKISLREALCGCSINVPTLDGRNIPMSVNDIVKPGMRRRIIGYGLPF.... Result: 1 (interaction). (8) The miRNA is hsa-let-7b-5p with sequence UGAGGUAGUAGGUUGUGUGGUU. The protein sequence of the target gene is MDFVRLARLFARARPMGLFILQHLDPCRARWAGGREGLMRPMWAPFSSSSSQLPLGQERQENTGSLGSDPSHSNSTATQEEDEEEEESFGTLSDKYSSRRLFRKSAAQFHNLRFGERRDEQMEPEPKLWRGRRNTPYWYFLQCKHLIKEGKLVEALDLFERQMLKEERLQPMESNYTVLIGGCGRVGYLKKAFNLYNQMKKRDLEPSDATYTALFNVCAESPWKDSALQSALKLRQQLQAKNFELNLKTYHALLKMAAKCADLRMCLDVFKEIIHKGHVVTEETFSFLLMGCIQDKKTGF.... Result: 1 (interaction).